From a dataset of Full USPTO retrosynthesis dataset with 1.9M reactions from patents (1976-2016). Predict the reactants needed to synthesize the given product. Given the product [C:1]1([CH2:7][N:8]2[CH2:14][CH2:13][CH2:12][CH:11]([C:15]3[NH:24][C:23]4[C:18]([N:16]=3)=[N:19][CH:20]=[CH:21][CH:22]=4)[CH2:10][CH2:9]2)[CH:2]=[CH:3][CH:4]=[CH:5][CH:6]=1, predict the reactants needed to synthesize it. The reactants are: [C:1]1([CH2:7][N:8]2[CH2:14][CH2:13][CH2:12][CH:11]([C:15]#[N:16])[CH2:10][CH2:9]2)[CH:6]=[CH:5][CH:4]=[CH:3][CH:2]=1.N[C:18]1[C:23]([NH2:24])=[CH:22][CH:21]=[CH:20][N:19]=1.